Predict the product of the given reaction. From a dataset of Forward reaction prediction with 1.9M reactions from USPTO patents (1976-2016). (1) Given the reactants [F:1][C:2]1[CH:3]=[C:4]([S:8]([C:11]2[CH:12]=[N:13][C:14]3[C:19]([CH:20]=2)=[CH:18][CH:17]=[CH:16][C:15]=3I)(=[O:10])=[O:9])[CH:5]=[CH:6][CH:7]=1.[C@H:22]12[CH2:28][N:27]([C:29]([O:31][C:32]([CH3:35])([CH3:34])[CH3:33])=[O:30])[C@H:26]1[CH2:25][NH:24][CH2:23]2, predict the reaction product. The product is: [F:1][C:2]1[CH:3]=[C:4]([S:8]([C:11]2[CH:12]=[N:13][C:14]3[C:19]([CH:20]=2)=[CH:18][CH:17]=[CH:16][C:15]=3[N:24]2[CH2:25][C@H:26]3[C@H:22]([CH2:28][N:27]3[C:29]([O:31][C:32]([CH3:35])([CH3:34])[CH3:33])=[O:30])[CH2:23]2)(=[O:10])=[O:9])[CH:5]=[CH:6][CH:7]=1. (2) The product is: [Cl:1][C:2]1[CH:3]=[CH:4][C:5]([C:8]2[C:17]3[C:12](=[CH:13][CH:14]=[CH:15][CH:16]=3)[N:11]=[C:10]([NH:18][CH2:19][CH2:20][CH2:21][N:22]3[CH2:27][CH2:26][CH:25]([C:28]4[CH:29]=[C:30]([CH:31]=[CH:32][CH:33]=4)[C:51]([NH:53][CH3:54])=[O:52])[CH2:24][CH2:23]3)[N:9]=2)=[CH:6][CH:7]=1. Given the reactants [Cl:1][C:2]1[CH:7]=[CH:6][C:5]([C:8]2[C:17]3[C:12](=[CH:13][CH:14]=[CH:15][CH:16]=3)[N:11]=[C:10]([NH:18][CH2:19][CH2:20][CH2:21][N:22]3[CH2:27][CH2:26][CH:25]([C:28]4[CH:29]=[C:30](NC(=O)C)[CH:31]=[CH:32][CH:33]=4)[CH2:24][CH2:23]3)[N:9]=2)=[CH:4][CH:3]=1.NCCCN1CCC(C2C=C(C=CC=2)[C:51]([NH:53][CH3:54])=[O:52])CC1, predict the reaction product. (3) Given the reactants [Cl-].[Li+].[CH3:3][O:4][C:5]([CH2:7]P(OC)(OC)=O)=[O:6].C1CCN2C(=NCCC2)CC1.[N:25]1[C:34]2[C:29](=[CH:30][CH:31]=[CH:32][CH:33]=2)[CH:28]=[CH:27][C:26]=1[CH:35]=O.[K+].[Br-], predict the reaction product. The product is: [CH3:3][O:4][C:5](=[O:6])[CH:7]=[CH:35][C:26]1[CH:27]=[CH:28][C:29]2[C:34](=[CH:33][CH:32]=[CH:31][CH:30]=2)[N:25]=1.